Dataset: Forward reaction prediction with 1.9M reactions from USPTO patents (1976-2016). Task: Predict the product of the given reaction. (1) Given the reactants [NH2:1][C:2]1[C:7]2[C:8]([C:11]3[CH:16]=[CH:15][C:14]([NH:17][C:18](=[O:24])[O:19][C:20]([CH3:23])([CH3:22])[CH3:21])=[CH:13][CH:12]=3)=[CH:9][S:10][C:6]=2[C:5](I)=[CH:4][N:3]=1, predict the reaction product. The product is: [NH2:1][C:2]1[C:7]2[C:8]([C:11]3[CH:16]=[CH:15][C:14]([NH:17][C:18](=[O:24])[O:19][C:20]([CH3:23])([CH3:22])[CH3:21])=[CH:13][CH:12]=3)=[CH:9][S:10][C:6]=2[C:5]([C:2]2[CH:7]=[CH:6][CH:5]=[CH:4][N:3]=2)=[CH:4][N:3]=1. (2) Given the reactants [N+:1]([C:4]1[CH:5]=[C:6]([C:22](O)=[O:23])[C:7]([C:10]2[C:11]([C:19](O)=[O:20])=[CH:12][C:13]([N+:16]([O-:18])=[O:17])=[CH:14][CH:15]=2)=[CH:8][CH:9]=1)([O-:3])=[O:2].O.Cl, predict the reaction product. The product is: [N+:1]([C:4]1[CH:5]=[C:6]([CH2:22][OH:23])[C:7]([C:10]2[C:11]([CH2:19][OH:20])=[CH:12][C:13]([N+:16]([O-:18])=[O:17])=[CH:14][CH:15]=2)=[CH:8][CH:9]=1)([O-:3])=[O:2].